Regression. Given two drug SMILES strings and cell line genomic features, predict the synergy score measuring deviation from expected non-interaction effect. From a dataset of NCI-60 drug combinations with 297,098 pairs across 59 cell lines. (1) Drug 1: C1=NC2=C(N=C(N=C2N1C3C(C(C(O3)CO)O)O)F)N. Drug 2: C1CCC(C(C1)N)N.C(=O)(C(=O)[O-])[O-].[Pt+4]. Cell line: HL-60(TB). Synergy scores: CSS=62.9, Synergy_ZIP=3.84, Synergy_Bliss=3.48, Synergy_Loewe=-4.79, Synergy_HSA=4.14. (2) Drug 1: C1CC(=O)NC(=O)C1N2CC3=C(C2=O)C=CC=C3N. Drug 2: C1=CN(C(=O)N=C1N)C2C(C(C(O2)CO)O)O.Cl. Cell line: MDA-MB-231. Synergy scores: CSS=27.3, Synergy_ZIP=-3.77, Synergy_Bliss=-1.51, Synergy_Loewe=-16.6, Synergy_HSA=0.525.